This data is from Forward reaction prediction with 1.9M reactions from USPTO patents (1976-2016). The task is: Predict the product of the given reaction. (1) Given the reactants Cl[C:2]1[CH:7]=[CH:6][CH:5]=[C:4]([N+:8]([O-:10])=[O:9])[N:3]=1.Cl.[NH:12]1[CH2:16][CH2:15][C@H:14]2[CH2:17][CH2:18][CH2:19][C@@H:13]12.C([O-])(O)=O.[Na+].O, predict the reaction product. The product is: [N+:8]([C:4]1[N:3]=[C:2]([N:12]2[CH2:16][CH2:15][C@@H:14]3[CH2:17][CH2:18][CH2:19][C@H:13]23)[CH:7]=[CH:6][CH:5]=1)([O-:10])=[O:9]. (2) Given the reactants [NH3:1].[CH2:2]([O:4][C:5]([C:7]1[C:8]2[S:16][CH:15]=[C:14]([CH2:17][O:18][C:19]3[CH:24]=[C:23]([C:25](=[O:34])[NH:26][C:27]4[CH:32]=[CH:31][C:30]([Cl:33])=[CH:29][CH:28]=4)[CH:22]=[CH:21][C:20]=3[CH3:35])[C:9]=2[C:10](Cl)=[N:11][CH:12]=1)=[O:6])[CH3:3], predict the reaction product. The product is: [CH2:2]([O:4][C:5]([C:7]1[C:8]2[S:16][CH:15]=[C:14]([CH2:17][O:18][C:19]3[CH:24]=[C:23]([C:25](=[O:34])[NH:26][C:27]4[CH:28]=[CH:29][C:30]([Cl:33])=[CH:31][CH:32]=4)[CH:22]=[CH:21][C:20]=3[CH3:35])[C:9]=2[C:10]([NH2:1])=[N:11][CH:12]=1)=[O:6])[CH3:3]. (3) Given the reactants Cl[C:2]1[N:7]=[C:6]([NH:8][C:9]2[CH:18]=[CH:17][C:16]([O:19][CH3:20])=[CH:15][C:10]=2[C:11]([NH:13][CH3:14])=[O:12])[C:5]([Cl:21])=[CH:4][N:3]=1.NC1C=CC(OC)=CC=1C(NC)=O.ClC1N=C(Cl)C(Cl)=CN=1.[NH2:44][C:45]1[CH:58]=[CH:57][C:48]2[N:49]([CH2:55][CH3:56])[C:50](=[O:54])[CH2:51][CH2:52][CH2:53][C:47]=2[C:46]=1[O:59][CH3:60], predict the reaction product. The product is: [Cl:21][C:5]1[C:6]([NH:8][C:9]2[CH:18]=[CH:17][C:16]([O:19][CH3:20])=[CH:15][C:10]=2[C:11]([NH:13][CH3:14])=[O:12])=[N:7][C:2]([NH:44][C:45]2[CH:58]=[CH:57][C:48]3[N:49]([CH2:55][CH3:56])[C:50](=[O:54])[CH2:51][CH2:52][CH2:53][C:47]=3[C:46]=2[O:59][CH3:60])=[N:3][CH:4]=1. (4) Given the reactants [H-].[Na+].[F:3][C:4]([F:17])([F:16])[C:5]1[NH:6][C:7]2[C:12]([CH:13]=1)=[CH:11][C:10]([C:14]#[N:15])=[CH:9][CH:8]=2.I[CH3:19].O, predict the reaction product. The product is: [CH3:19][N:6]1[C:7]2[C:12](=[CH:11][C:10]([C:14]#[N:15])=[CH:9][CH:8]=2)[CH:13]=[C:5]1[C:4]([F:3])([F:16])[F:17].